This data is from Reaction yield outcomes from USPTO patents with 853,638 reactions. The task is: Predict the reaction yield, written as a fraction of the theoretical maximum amount of product (1.0 means a 100% yield; for example, 0.34 means a 34% yield). (1) The reactants are C[O:2][C:3](=[O:22])[CH2:4][NH:5][C:6]([C:8]1[C:13]([OH:14])=[CH:12][C:11]([C:15]2[CH:20]=[CH:19][CH:18]=[C:17]([Cl:21])[CH:16]=2)=[CH:10][N:9]=1)=[O:7].[OH-].[Na+].Cl. The catalyst is C1COCC1. The product is [Cl:21][C:17]1[CH:16]=[C:15]([C:11]2[CH:12]=[C:13]([OH:14])[C:8]([C:6]([NH:5][CH2:4][C:3]([OH:22])=[O:2])=[O:7])=[N:9][CH:10]=2)[CH:20]=[CH:19][CH:18]=1. The yield is 0.640. (2) No catalyst specified. The yield is 1.00. The reactants are [F:1][C:2]1[CH:3]=[C:4](B(O)O)[CH:5]=[C:6]([F:9])[C:7]=1[F:8].[NH2:13][C:14]1[N:15]=[C:16]([N:25]2[CH2:30][CH2:29][N:28]([C:31](=[O:41])[CH2:32][O:33][C:34]3[CH:39]=[CH:38][C:37]([Cl:40])=[CH:36][CH:35]=3)[CH2:27][CH2:26]2)[C:17]2[N:23]=[C:22](Cl)[CH:21]=[CH:20][C:18]=2[N:19]=1. The product is [NH2:13][C:14]1[N:15]=[C:16]([N:25]2[CH2:26][CH2:27][N:28]([C:31](=[O:41])[CH2:32][O:33][C:34]3[CH:39]=[CH:38][C:37]([Cl:40])=[CH:36][CH:35]=3)[CH2:29][CH2:30]2)[C:17]2[N:23]=[C:22]([C:4]3[CH:3]=[C:2]([F:1])[C:7]([F:8])=[C:6]([F:9])[CH:5]=3)[CH:21]=[CH:20][C:18]=2[N:19]=1. (3) The reactants are [Cl:1][C:2]1[CH:3]=[C:4]([CH:8]=[N:9][C:10]([O:12][Si](C)(C)C)=[CH2:11])[CH:5]=[CH:6][CH:7]=1.[CH2:17]([O:19][C:20]([N:22]1[C:30]2[C:25](=[CH:26][CH:27]=[C:28]([Cl:31])[CH:29]=2)/[C:24](=[CH:32]/[C:33]2[CH:38]=[CH:37][CH:36]=[C:35]([Cl:39])[CH:34]=2)/[C:23]1=[O:40])=[O:21])[CH3:18].CO. The catalyst is C1(C)C=CC=CC=1. The product is [CH2:17]([O:19][C:20]([N:22]1[C:30]2[C:25](=[CH:26][CH:27]=[C:28]([Cl:31])[CH:29]=2)[C:24]2([CH:32]([C:33]3[CH:38]=[CH:37][CH:36]=[C:35]([Cl:39])[CH:34]=3)[CH2:12][C:10](=[O:11])[NH:9][CH:8]2[C:4]2[CH:5]=[CH:6][CH:7]=[C:2]([Cl:1])[CH:3]=2)[C:23]1=[O:40])=[O:21])[CH3:18]. The yield is 1.00. (4) The catalyst is C(Cl)Cl. The yield is 0.0990. The reactants are Cl.Cl.[NH:3]1[CH2:6][CH:5]([C:7]2[C:8]([O:28][CH3:29])=[C:9]([CH:15]([N:17]3[C:21]4=[N:22][CH:23]=[N:24][C:25]([NH2:26])=[C:20]4[C:19]([CH3:27])=[N:18]3)[CH3:16])[CH:10]=[C:11]([Cl:14])[C:12]=2[CH3:13])[CH2:4]1.[O:30]1[CH2:33][C:32](=O)[CH2:31]1.C(N(CC)CC)C.C(O[BH-](OC(=O)C)OC(=O)C)(=O)C.[Na+]. The product is [Cl:14][C:11]1[C:12]([CH3:13])=[C:7]([CH:5]2[CH2:4][N:3]([CH:32]3[CH2:33][O:30][CH2:31]3)[CH2:6]2)[C:8]([O:28][CH3:29])=[C:9]([CH:15]([N:17]2[C:21]3=[N:22][CH:23]=[N:24][C:25]([NH2:26])=[C:20]3[C:19]([CH3:27])=[N:18]2)[CH3:16])[CH:10]=1. (5) The reactants are [CH2:1]([N:3]1[C:11]2[C:6](=[CH:7][CH:8]=[C:9]([O:12][CH3:13])[CH:10]=2)[C:5]([C:14]#[N:15])=[CH:4]1)[CH3:2].Cl.C(N(CC)CC)C.[N-:24]=[N+:25]=[N-:26].[Na+]. The catalyst is C1(C)C=CC=CC=1.C([O-])(O)=O.[Na+]. The product is [CH2:1]([N:3]1[C:11]2[C:6](=[CH:7][CH:8]=[C:9]([O:12][CH3:13])[CH:10]=2)[C:5]([C:14]2[NH:26][N:25]=[N:24][N:15]=2)=[CH:4]1)[CH3:2]. The yield is 0.450.